From a dataset of Reaction yield outcomes from USPTO patents with 853,638 reactions. Predict the reaction yield, written as a fraction of the theoretical maximum amount of product (1.0 means a 100% yield; for example, 0.34 means a 34% yield). (1) The reactants are [C:1]([N:4]([CH2:26][C@@H:27]1[O:31][C:30](=[O:32])[N:29]([C:33]2[CH:38]=[CH:37][C:36]([CH:39]3[CH2:44][CH2:43][S:42](=[O:46])(=[O:45])[CH2:41][CH2:40]3)=[C:35]([F:47])[CH:34]=2)[CH2:28]1)[C:5]([O:7][CH:8]([O:10][C:11](=[O:25])[C@@H:12]([NH:17]C(OC(C)(C)C)=O)[C@@H:13]([CH3:16])[CH2:14][CH3:15])[CH3:9])=[O:6])(=[O:3])[CH3:2].C1(OC)C=CC=CC=1.C1COCC1.[ClH:61]. The catalyst is C(OCC)C. The product is [ClH:61].[C:1]([N:4]([CH2:26][C@@H:27]1[O:31][C:30](=[O:32])[N:29]([C:33]2[CH:38]=[CH:37][C:36]([CH:39]3[CH2:40][CH2:41][S:42](=[O:45])(=[O:46])[CH2:43][CH2:44]3)=[C:35]([F:47])[CH:34]=2)[CH2:28]1)[C:5]([O:7][CH:8]([O:10][C:11](=[O:25])[C@@H:12]([NH2:17])[C@@H:13]([CH3:16])[CH2:14][CH3:15])[CH3:9])=[O:6])(=[O:3])[CH3:2]. The yield is 0.640. (2) The reactants are [CH2:1]1[C:10]2[C:5](=[CH:6][CH:7]=[CH:8][CH:9]=2)[CH2:4][CH2:3][N:2]1[CH2:11][CH:12]([OH:23])[CH2:13][O:14][C:15]1[CH:16]=[C:17]([CH:20]=[CH:21][CH:22]=1)[CH:18]=O.[NH:24]1[CH:28]=[CH:27][C:26]([NH2:29])=[N:25]1.[BH-](OC(C)=O)(OC(C)=O)OC(C)=O.[Na+]. The catalyst is C(Cl)Cl. The product is [NH:24]1[CH:28]=[CH:27][C:26]([NH:29][CH2:18][C:17]2[CH:16]=[C:15]([CH:22]=[CH:21][CH:20]=2)[O:14][CH2:13][CH:12]([OH:23])[CH2:11][N:2]2[CH2:3][CH2:4][C:5]3[C:10](=[CH:9][CH:8]=[CH:7][CH:6]=3)[CH2:1]2)=[N:25]1. The yield is 0.110. (3) The yield is 0.890. The product is [NH:8]1[C:10](=[O:11])[C:9](=[O:13])[NH:1][C:2]2[N:3]=[CH:4][CH:5]=[CH:6][C:7]1=2. The reactants are [NH2:1][C:2]1[C:7]([NH2:8])=[CH:6][CH:5]=[CH:4][N:3]=1.[C:9](O)(=[O:13])[C:10](O)=[O:11]. The catalyst is Cl.